The task is: Predict the product of the given reaction.. This data is from Forward reaction prediction with 1.9M reactions from USPTO patents (1976-2016). (1) The product is: [I:13][C:3]1[C:4]2[S:8][C:7]([CH2:9][OH:10])=[CH:6][C:5]=2[NH:1][N:2]=1. Given the reactants [NH:1]1[C:5]2[CH:6]=[C:7]([CH2:9][OH:10])[S:8][C:4]=2[CH:3]=[N:2]1.[OH-].[K+].[I:13]I.S(=O)(O)[O-].[Na+], predict the reaction product. (2) Given the reactants Br[C:2]1[N:3]=[CH:4][C:5]([NH:8][C:9]2[CH:10]=[N:11][C:12]([C:15]([F:18])([F:17])[F:16])=[CH:13][CH:14]=2)=[N:6][CH:7]=1.[CH3:19][O:20][C:21](=[O:42])[CH2:22][CH:23]1[CH2:28][CH2:27][CH:26]([C:29]2[CH:34]=[CH:33][C:32](C3C=CC(Br)=CN=3)=[CH:31][CH:30]=2)[CH2:25][CH2:24]1.C(=O)([O-])[O-].[Na+].[Na+], predict the reaction product. The product is: [CH3:19][O:20][C:21](=[O:42])[CH2:22][CH:23]1[CH2:24][CH2:25][CH:26]([C:29]2[CH:30]=[CH:31][C:32]([C:2]3[CH:7]=[N:6][C:5]([NH:8][C:9]4[CH:10]=[N:11][C:12]([C:15]([F:18])([F:17])[F:16])=[CH:13][CH:14]=4)=[CH:4][N:3]=3)=[CH:33][CH:34]=2)[CH2:27][CH2:28]1. (3) Given the reactants [F:1][C:2]1[C:11]2[CH:12]([CH2:14][CH2:15][NH:16][CH2:17][C@H:18]3[O:22][C:21](=[O:23])[N:20]([C:24]4[CH:25]=[CH:26][C:27]5[S:32][CH2:31][C:30](=[O:33])[NH:29][C:28]=5[CH:34]=4)[CH2:19]3)[CH2:13][N:9]3[C:10]=2[C:5]([CH:6]=[CH:7][C:8]3=[O:35])=[CH:4][CH:3]=1.[Si:36]([O:43][CH2:44][CH:45]=O)([C:39]([CH3:42])([CH3:41])[CH3:40])([CH3:38])[CH3:37], predict the reaction product. The product is: [C:39]([Si:36]([CH3:38])([CH3:37])[O:43][CH2:44][CH2:45][N:16]([CH2:17][CH:18]1[O:22][C:21](=[O:23])[N:20]([C:24]2[CH:25]=[CH:26][C:27]3[S:32][CH2:31][C:30](=[O:33])[NH:29][C:28]=3[CH:34]=2)[CH2:19]1)[CH2:15][CH2:14][CH:12]1[C:11]2=[C:10]3[C:5](=[CH:4][CH:3]=[C:2]2[F:1])[CH:6]=[CH:7][C:8](=[O:35])[N:9]3[CH2:13]1)([CH3:42])([CH3:41])[CH3:40]. (4) Given the reactants [C:1]([O:5][C:6]([N:8]([C:32]([O:34][C:35]([CH3:38])([CH3:37])[CH3:36])=[O:33])[C:9]1[C:18]2[C:13](=[CH:14][C:15]([NH:19][CH:20]([C:24]3[CH:29]=[C:28]([Cl:30])[CH:27]=[CH:26][C:25]=3F)[C:21]([OH:23])=[O:22])=[CH:16][CH:17]=2)[CH:12]=[CH:11][N:10]=1)=[O:7])([CH3:4])([CH3:3])[CH3:2].ClC1C=C(C=CC=1)C=O, predict the reaction product. The product is: [C:1]([O:5][C:6]([N:8]([C:32]([O:34][C:35]([CH3:38])([CH3:37])[CH3:36])=[O:33])[C:9]1[C:18]2[C:13](=[CH:14][C:15]([NH:19][CH:20]([C:24]3[CH:25]=[CH:26][CH:27]=[C:28]([Cl:30])[CH:29]=3)[C:21]([OH:23])=[O:22])=[CH:16][CH:17]=2)[CH:12]=[CH:11][N:10]=1)=[O:7])([CH3:4])([CH3:3])[CH3:2]. (5) The product is: [OH:8][C:9]1[CH:14]=[CH:13][C:12]([C:15]2([OH:31])[CH2:16][CH2:17][NH:18][CH2:19][CH2:20]2)=[CH:11][CH:10]=1. Given the reactants C([O:8][C:9]1[CH:14]=[CH:13][C:12]([C:15]2([OH:31])[CH2:20][CH2:19][N:18](C(OCC3C=CC=CC=3)=O)[CH2:17][CH2:16]2)=[CH:11][CH:10]=1)C1C=CC=CC=1, predict the reaction product. (6) Given the reactants [F:1][C:2]1[CH:3]=[C:4]([CH:7]=[CH:8][C:9]=1[C:10]1[S:11][C:12]2[C:17]([N:18]=1)=[CH:16][CH:15]=[C:14]([C:19]1([C:22]3[CH:27]=[CH:26][CH:25]=[CH:24][CH:23]=3)[CH2:21][CH2:20]1)[N:13]=2)[CH:5]=O.[ClH:28].[NH2:29][C@H:30]([CH3:35])[CH2:31][C:32]([OH:34])=[O:33], predict the reaction product. The product is: [ClH:28].[F:1][C:2]1[CH:3]=[C:4]([CH:7]=[CH:8][C:9]=1[C:10]1[S:11][C:12]2[C:17]([N:18]=1)=[CH:16][CH:15]=[C:14]([C:19]1([C:22]3[CH:23]=[CH:24][CH:25]=[CH:26][CH:27]=3)[CH2:20][CH2:21]1)[N:13]=2)[CH2:5][NH:29][C@H:30]([CH3:35])[CH2:31][C:32]([OH:34])=[O:33]. (7) The product is: [CH2:21]([N:23]1[CH2:28][CH2:27][CH:26]([NH:29][C:6](=[O:7])[C:5]2[CH:15]=[CH:16][C:17]([N+:18]([O-:20])=[O:19])=[C:3]([O:2][CH3:1])[CH:4]=2)[CH2:25][CH2:24]1)[CH3:22]. Given the reactants [CH3:1][O:2][C:3]1[CH:4]=[C:5]([CH:15]=[CH:16][C:17]=1[N+:18]([O-:20])=[O:19])[C:6](N[C@@H]1CCN(C)C1)=[O:7].[CH2:21]([N:23]1[CH2:28][CH2:27][CH:26]([NH2:29])[CH2:25][CH2:24]1)[CH3:22], predict the reaction product. (8) Given the reactants [Cl:1][C:2]1[CH:3]=[C:4]2[C:8](=[CH:9][CH:10]=1)[NH:7][C:6](=[O:11])[C:5]2=[CH:12][C:13]1[NH:14][C:15]2[CH2:16][CH2:17][CH2:18][CH2:19][C:20]=2[C:21]=1[CH2:22][CH2:23][C:24](O)=[O:25].C(N1C=CN=C1)(N1C=CN=C1)=O.[NH2:39][CH2:40][CH2:41][N:42]1[CH2:47][CH2:46][O:45][CH2:44][CH2:43]1.O, predict the reaction product. The product is: [Cl:1][C:2]1[CH:3]=[C:4]2[C:8](=[CH:9][CH:10]=1)[NH:7][C:6](=[O:11])[C:5]2=[CH:12][C:13]1[NH:14][C:15]2[CH2:16][CH2:17][CH2:18][CH2:19][C:20]=2[C:21]=1[CH2:22][CH2:23][C:24]([NH:39][CH2:40][CH2:41][N:42]1[CH2:47][CH2:46][O:45][CH2:44][CH2:43]1)=[O:25].